This data is from Full USPTO retrosynthesis dataset with 1.9M reactions from patents (1976-2016). The task is: Predict the reactants needed to synthesize the given product. (1) Given the product [C:1]([O:5][C:6](=[O:37])[NH:7][CH2:20][CH:21]([O:29][Si:30]([C:33]([CH3:36])([CH3:35])[CH3:34])([CH3:31])[CH3:32])[C:22]1[CH:23]=[N:24][CH:25]=[CH:26][CH:27]=1)([CH3:4])([CH3:2])[CH3:3], predict the reactants needed to synthesize it. The reactants are: [C:1]([O:5][C:6](=[O:37])[N:7]([CH2:20][CH:21]([O:29][Si:30]([C:33]([CH3:36])([CH3:35])[CH3:34])([CH3:32])[CH3:31])[C:22]1[CH:23]=[N:24][C:25](Cl)=[CH:26][CH:27]=1)CCOC1C=CC([N+]([O-])=O)=CC=1)([CH3:4])([CH3:3])[CH3:2].C([O-])=O.[NH4+]. (2) Given the product [NH2:4][C:5]1[CH:10]=[C:9]([N:11]2[CH:15]=[C:14]([C:16]3[CH:21]=[CH:20][CH:19]=[CH:18][C:17]=3[Cl:22])[C:13]([C:23]([OH:25])=[O:24])=[CH:12]2)[C:8]([CH3:28])=[CH:7][N:6]=1, predict the reactants needed to synthesize it. The reactants are: C([NH:4][C:5]1[CH:10]=[C:9]([N:11]2[CH:15]=[C:14]([C:16]3[CH:21]=[CH:20][CH:19]=[CH:18][C:17]=3[Cl:22])[C:13]([C:23]([O:25]CC)=[O:24])=[CH:12]2)[C:8]([CH3:28])=[CH:7][N:6]=1)(=O)C.[OH-].[Na+]. (3) The reactants are: [C:1]1(=[O:12])[O:11][C@H:8]([CH2:9][OH:10])[C@@H:6]([OH:7])[C@H:4]([OH:5])[C@H:2]1[OH:3].CN1CCOCC1.[CH3:20][Si:21](Cl)([CH3:23])[CH3:22].C1(C)C=CC=CC=1. Given the product [CH3:20][Si:21]([CH3:23])([CH3:22])[O:3][CH:2]1[CH:4]([O:5][Si:21]([CH3:23])([CH3:22])[CH3:20])[CH:6]([O:7][Si:21]([CH3:23])([CH3:22])[CH3:20])[CH:8]([CH2:9][O:10][Si:21]([CH3:23])([CH3:22])[CH3:20])[O:11][C:1]1=[O:12], predict the reactants needed to synthesize it. (4) Given the product [NH:28]1[C:32]2[CH:33]=[CH:34][CH:35]=[CH:36][C:31]=2[N:30]=[C:29]1[CH2:37][N:11]([CH2:12][C:13]1[CH:18]=[CH:17][C:16]([NH:19][C:20]([C:22]2[CH:27]=[CH:26][CH:25]=[CH:24][N:23]=2)=[O:21])=[CH:15][CH:14]=1)[CH:9]1[C:10]2[N:1]=[CH:2][CH:3]=[CH:4][C:5]=2[CH2:6][CH2:7][CH2:8]1, predict the reactants needed to synthesize it. The reactants are: [N:1]1[C:10]2[CH:9]([NH:11][CH2:12][C:13]3[CH:18]=[CH:17][C:16]([NH:19][C:20]([C:22]4[CH:27]=[CH:26][CH:25]=[CH:24][N:23]=4)=[O:21])=[CH:15][CH:14]=3)[CH2:8][CH2:7][CH2:6][C:5]=2[CH:4]=[CH:3][CH:2]=1.[NH:28]1[C:32]2[CH:33]=[CH:34][CH:35]=[CH:36][C:31]=2[N:30]=[C:29]1[CH:37]=O.[BH-](OC(C)=O)(OC(C)=O)OC(C)=O.[Na+]. (5) Given the product [C:39]([C:38]1[CH:41]=[CH:42][C:35]([N:19]2[CH2:20][C@H:21]([CH3:22])[C@H:17]([NH:16][C:15]3[C:10]4[N:11]([CH:26]=[C:8]([C:6]5[CH:5]=[N:4][N:3]([CH2:1][CH3:2])[CH:7]=5)[N:9]=4)[N:12]=[CH:13][C:14]=3[C:23]([NH2:25])=[O:24])[CH2:18]2)=[N:36][CH:37]=1)#[N:40], predict the reactants needed to synthesize it. The reactants are: [CH2:1]([N:3]1[CH:7]=[C:6]([C:8]2[N:9]=[C:10]3[C:15]([NH:16][C@H:17]4[C@@H:21]([CH3:22])[CH2:20][NH:19][CH2:18]4)=[C:14]([C:23]([NH2:25])=[O:24])[CH:13]=[N:12][N:11]3[CH:26]=2)[CH:5]=[N:4]1)[CH3:2].C(O)(C(F)(F)F)=O.Br[C:35]1[CH:42]=[CH:41][C:38]([C:39]#[N:40])=[CH:37][N:36]=1.CCN(C(C)C)C(C)C. (6) Given the product [CH3:25][C:23]1[N:24]=[C:19]([N:16]2[CH2:17][CH:14]([O:7][C:8]3[CH:9]=[CH:10][CH:11]=[CH:12][CH:13]=3)[CH2:15]2)[C:20]([NH2:26])=[N:21][CH:22]=1, predict the reactants needed to synthesize it. The reactants are: C(=O)([O-])[O-].[K+].[K+].[O:7]([CH:14]1[CH2:17][NH:16][CH2:15]1)[C:8]1[CH:13]=[CH:12][CH:11]=[CH:10][CH:9]=1.Br[C:19]1[C:20]([NH2:26])=[N:21][CH:22]=[C:23]([CH3:25])[N:24]=1.O.